This data is from Forward reaction prediction with 1.9M reactions from USPTO patents (1976-2016). The task is: Predict the product of the given reaction. (1) Given the reactants [OH-:1].[Na+].[OH2:3].[NH2:4][C:5]1[N:10]=[CH:9][N:8]=[C:7]2[N:11]([CH:14]([C:16]3[C:17]([O:32][CH3:33])=[C:18]([C:24]4[CH:29]=[CH:28][N:27]=[C:26]([C:30]#N)[CH:25]=4)[C:19]([CH3:23])=[C:20]([Cl:22])[CH:21]=3)[CH3:15])[N:12]=[CH:13][C:6]=12.Cl, predict the reaction product. The product is: [NH2:4][C:5]1[N:10]=[CH:9][N:8]=[C:7]2[N:11]([CH:14]([C:16]3[C:17]([O:32][CH3:33])=[C:18]([C:24]4[CH:29]=[CH:28][N:27]=[C:26]([C:30]([OH:3])=[O:1])[CH:25]=4)[C:19]([CH3:23])=[C:20]([Cl:22])[CH:21]=3)[CH3:15])[N:12]=[CH:13][C:6]=12. (2) The product is: [C:26]([N:22]1[CH2:23][CH2:24][C@H:20]([O:19][C:17]2[CH:18]=[C:13]([C:9]3[CH:8]=[C:7]4[C:12](=[CH:11][CH:10]=3)[N:3]([CH3:2])[C:4](=[O:25])[CH2:5][CH2:6]4)[CH:14]=[N:15][CH:16]=2)[CH2:21]1)(=[O:28])[CH3:27]. Given the reactants Cl.[CH3:2][N:3]1[C:12]2[C:7](=[CH:8][C:9]([C:13]3[CH:14]=[N:15][CH:16]=[C:17]([O:19][C@H:20]4[CH2:24][CH2:23][NH:22][CH2:21]4)[CH:18]=3)=[CH:10][CH:11]=2)[CH2:6][CH2:5][C:4]1=[O:25].[C:26](Cl)(=[O:28])[CH3:27], predict the reaction product.